Dataset: Full USPTO retrosynthesis dataset with 1.9M reactions from patents (1976-2016). Task: Predict the reactants needed to synthesize the given product. (1) Given the product [CH3:57][N:58]([CH3:67])[C:59]([N:61]1[CH2:62][CH2:63][N:64]([C:20]2[CH:21]=[CH:22][C:17]([C:15]([N:12]3[CH2:13][CH2:14][N:9]([C:3]4[C:2]([CH3:1])=[CH:7][C:6]([CH3:8])=[CH:5][N:4]=4)[CH2:10][CH2:11]3)=[O:16])=[CH:18][CH:19]=2)[CH2:65][CH2:66]1)=[O:60], predict the reactants needed to synthesize it. The reactants are: [CH3:1][C:2]1[C:3]([N:9]2[CH2:14][CH2:13][N:12]([C:15]([C:17]3[CH:22]=[CH:21][C:20](I)=[CH:19][CH:18]=3)=[O:16])[CH2:11][CH2:10]2)=[N:4][CH:5]=[C:6]([CH3:8])[CH:7]=1.C1(P(C2CCCCC2)C2C=CC=CC=2C2C=CC=CC=2)CCCCC1.P([O-])([O-])([O-])=O.[K+].[K+].[K+].[CH3:57][N:58]([CH3:67])[C:59]([N:61]1[CH2:66][CH2:65][NH:64][CH2:63][CH2:62]1)=[O:60]. (2) Given the product [C:1]([O:5][C:6](=[O:7])[NH:8][C:9]([CH3:17])([CH3:16])[CH2:10]/[CH:11]=[CH:12]/[C:13](=[O:15])[N:43]([CH3:44])[C@@H:31]([C:30](=[O:45])[N:29]([CH3:28])[C@@H:46]([C:54](=[O:57])[NH:55][CH3:56])[CH2:47][C:48]1[CH:53]=[CH:52][CH:51]=[CH:50][CH:49]=1)[CH2:32][C:33]1[CH:42]=[CH:41][C:40]2[C:35](=[CH:36][CH:37]=[CH:38][CH:39]=2)[CH:34]=1)([CH3:2])([CH3:3])[CH3:4], predict the reactants needed to synthesize it. The reactants are: [C:1]([O:5][C:6]([NH:8][C:9]([CH3:17])([CH3:16])[CH2:10]/[CH:11]=[CH:12]/[C:13]([OH:15])=O)=[O:7])([CH3:4])([CH3:3])[CH3:2].ON1C2N=CC=CC=2N=N1.[CH3:28][N:29]([C@@H:46]([C:54](=[O:57])[NH:55][CH3:56])[CH2:47][C:48]1[CH:53]=[CH:52][CH:51]=[CH:50][CH:49]=1)[C:30](=[O:45])[CH:31]([NH:43][CH3:44])[CH2:32][C:33]1[CH:42]=[CH:41][C:40]2[C:35](=[CH:36][CH:37]=[CH:38][CH:39]=2)[CH:34]=1.C(N(C(C)C)CC)(C)C.